This data is from Reaction yield outcomes from USPTO patents with 853,638 reactions. The task is: Predict the reaction yield, written as a fraction of the theoretical maximum amount of product (1.0 means a 100% yield; for example, 0.34 means a 34% yield). The reactants are [CH2:1]([N:3]1[CH:7]=[C:6]([CH3:8])[CH:5]=[N:4]1)[CH3:2].C([Li])CCC.C(O[B:18]1[O:22][C:21]([CH3:24])([CH3:23])[C:20]([CH3:26])([CH3:25])[O:19]1)(C)C. The catalyst is O1CCCC1. The product is [CH2:1]([N:3]1[C:7]([B:18]2[O:22][C:21]([CH3:24])([CH3:23])[C:20]([CH3:26])([CH3:25])[O:19]2)=[C:6]([CH3:8])[CH:5]=[N:4]1)[CH3:2]. The yield is 0.470.